Predict the reaction yield, written as a fraction of the theoretical maximum amount of product (1.0 means a 100% yield; for example, 0.34 means a 34% yield). From a dataset of Reaction yield outcomes from USPTO patents with 853,638 reactions. (1) The reactants are [Cl:1][C:2]([Cl:19])([Cl:18])[CH2:3][O:4][C:5]([N:7]1[CH2:12][CH2:11][CH:10]([C:13]([O:15]CC)=[O:14])[CH2:9][CH2:8]1)=[O:6]. The catalyst is [OH-].[K+].C(O)C.O. The product is [Cl:19][C:2]([Cl:1])([Cl:18])[CH2:3][O:4][C:5]([N:7]1[CH2:12][CH2:11][CH:10]([C:13]([OH:15])=[O:14])[CH2:9][CH2:8]1)=[O:6]. The yield is 0.430. (2) The reactants are [F:1][C:2]1[CH:3]=[CH:4][C:5]([CH3:15])=[C:6]([CH:14]=1)[O:7][CH2:8][C:9]([O:11][CH2:12][CH3:13])=[O:10].C1C(=O)N([Br:23])C(=O)C1.C(OOC(=O)C1C=CC=CC=1)(=O)C1C=CC=CC=1. The catalyst is C(Cl)(Cl)(Cl)Cl. The product is [Br:23][CH2:15][C:5]1[CH:4]=[CH:3][C:2]([F:1])=[CH:14][C:6]=1[O:7][CH2:8][C:9]([O:11][CH2:12][CH3:13])=[O:10]. The yield is 0.300. (3) The reactants are [H-].[Na+].[O:3]1[C:7]2[CH:8]=[CH:9][C:10]([C:12]3([C:15]([NH:17][C:18]4[CH:19]=[CH:20][C:21]([CH3:35])=[C:22]([C:24]5[CH:29]=[CH:28][C:27]([C:30]([N:32]([CH3:34])[CH3:33])=[O:31])=[CH:26][CH:25]=5)[CH:23]=4)=[O:16])[CH2:14][CH2:13]3)=[CH:11][C:6]=2[O:5][CH2:4]1.IC. The catalyst is O1CCCC1.CN(C)C=O. The product is [O:3]1[C:7]2[CH:8]=[CH:9][C:10]([C:12]3([C:15]([NH:17][C:18]4[CH:19]=[CH:20][C:21]([CH2:35][O:3][CH:7]([CH3:8])[CH3:6])=[C:22]([C:24]5[CH:25]=[CH:26][C:27]([C:30]([N:32]([CH3:34])[CH3:33])=[O:31])=[CH:28][CH:29]=5)[CH:23]=4)=[O:16])[CH2:14][CH2:13]3)=[CH:11][C:6]=2[O:5][CH2:4]1. The yield is 0.420. (4) No catalyst specified. The product is [C:1]([NH:4][CH2:5][C:6]1[CH:7]=[CH:8][C:9]([C:12]2[N:21]=[C:20]([C:22]([N:31]3[CH2:30][CH2:29][C:28]4[C:33](=[CH:34][CH:35]=[C:36]([N:37]([CH3:39])[CH3:38])[C:27]=4[OH:26])[CH2:32]3)=[O:24])[C:19]3[C:14](=[CH:15][CH:16]=[CH:17][CH:18]=3)[N:13]=2)=[CH:10][CH:11]=1)(=[O:3])[CH3:2]. The reactants are [C:1]([NH:4][CH2:5][C:6]1[CH:11]=[CH:10][C:9]([C:12]2[N:21]=[C:20]([C:22]([OH:24])=O)[C:19]3[C:14](=[CH:15][CH:16]=[CH:17][CH:18]=3)[N:13]=2)=[CH:8][CH:7]=1)(=[O:3])[CH3:2].Cl.[OH:26][C:27]1[C:36]([N:37]([CH3:39])[CH3:38])=[CH:35][CH:34]=[C:33]2[C:28]=1[CH2:29][CH2:30][NH:31][CH2:32]2. The yield is 0.0500. (5) The reactants are [CH3:1][O:2][C:3](=[O:32])[C:4]1[CH:9]=[CH:8][C:7]([CH2:10][N:11]2[CH:15]=[C:14]([C:16]3[CH:21]=[CH:20][C:19]([Cl:22])=[CH:18][C:17]=3[Cl:23])[N:13]=[C:12]2[CH2:24][C:25]2[CH:30]=[CH:29][C:28](Br)=[CH:27][CH:26]=2)=[CH:6][CH:5]=1.[CH3:33][S:34]([C:37]1[CH:38]=[C:39](B(O)O)[CH:40]=[CH:41][CH:42]=1)(=[O:36])=[O:35]. No catalyst specified. The product is [CH3:1][O:2][C:3](=[O:32])[C:4]1[CH:9]=[CH:8][C:7]([CH2:10][N:11]2[CH:15]=[C:14]([C:16]3[CH:21]=[CH:20][C:19]([Cl:22])=[CH:18][C:17]=3[Cl:23])[N:13]=[C:12]2[CH2:24][C:25]2[CH:30]=[CH:29][C:28]([C:41]3[CH:40]=[CH:39][CH:38]=[C:37]([S:34]([CH3:33])(=[O:36])=[O:35])[CH:42]=3)=[CH:27][CH:26]=2)=[CH:6][CH:5]=1. The yield is 0.560.